This data is from Drug-target binding data from BindingDB using Ki measurements. The task is: Regression. Given a target protein amino acid sequence and a drug SMILES string, predict the binding affinity score between them. We predict pKi (pKi = -log10(Ki in M); higher means stronger inhibition). Dataset: bindingdb_ki. (1) The drug is O=C[C@@H]1CCCN1C(=O)C1Cc2ccccc2N1C(=O)OCc1ccccc1. The target protein (Q9QUR6) has sequence MLSFQYPDVYRDETSVQEYHGHKICDPYSWLEDPDSEQTKAFVEAQNKITVPFLEQCPIRGLYKERMTELYDYPKYSCHFKKGKRYFYFYNTGLQNQRVLYVQDSLEGEARVFLDPNTLSDDGTVALRGYAFSEDGEYFAYGLSASGSDWVTIKFMKVDGAKELPDVLERVKFTCMAWTHDGKGMFYNSYPQQDGKSDGTETSTNLHQKLCYHVLGTDQSEDILCAEFPDEPKWMGGAELSDDGRYVLLSIWEGCDPVNRLWYCDLQQEPNGITGILKWVKLIDNFEGEYDYVTNEGTVFTFKTNRNSPNYRLINIDFTDPDESKWKVLVPEHEKDVLEWVACVRSNFLVLCYLHDVKNILQLHDLTTGALLKTFPLDVGSVVGYSGRKKDSEIFYQFTSFLSPGVIYHCDLTKEELEPMVFREVTVKGIDAADYQTIQIFYPSKDGTKIPMFIVHKKGIKLDGSHPAFLYGYGGFNISITPNYSVSRLIFVRHMGGVLA.... The pKi is 8.6. (2) The compound is CC(=O)NCCCOc1ccc(C(=O)N2CCC(N3C(=O)CCc4ccccc43)CC2)cc1. The target protein (P48974) has sequence MNSEPSWTATPSPGGTLPVPNATTPWLGRDEELAKVEIGILATVLVLATGGNLAVLLTLGRHGHKRSRMHLFVLHLALTDLGVALFQVLPQLLWDITYRFQGSDLLCRAVKYLQVLSMFASTYMLLAMTLDRYLAVCHPLRSLRQPSQSTYPLIAAPWLLAAILSLPQVFIFSLREVIQGSGVLDCWADFYFSWGPRAYITWTTMAIFVLPVAVLSACYGLICHEIYKNLKVKTQAGREERRGWRTWDKSSSSAVATAATRGLPSRVSSISTISRAKIRTVKMTFVIVLAYIACWAPFFSVQMWSVWDENAPNEDSTNVAFTISMLLGNLSSCCNPWIYMGFNSRLLPRSLSHHACCTGSKPQVHRQLSTSSLTSRRTTLLTHACGSPTLRLSLNLSLRAKPRPAGSLKDLEQVDGEATMETSIF. The pKi is 5.0.